This data is from Forward reaction prediction with 1.9M reactions from USPTO patents (1976-2016). The task is: Predict the product of the given reaction. (1) Given the reactants Br[CH:2]1[CH:17](Br)[CH2:16][CH2:15][CH2:14][CH2:13][CH2:12][CH2:11][CH2:10][C:9](=[O:19])[CH2:8][CH2:7][CH2:6][CH2:5][CH2:4][CH2:3]1.C(=O)([O-])[O-].[Li+].[Li+], predict the reaction product. The product is: [C:9]1(=[O:19])[CH2:10][CH2:11][CH2:12][CH2:13][CH2:14][CH2:15][CH:16]=[CH:17][CH:2]=[CH:3][CH2:4][CH2:5][CH2:6][CH2:7][CH2:8]1. (2) Given the reactants Br.[NH2:2][C:3]1[C:4]([OH:18])=[C:5]([C:10]2[S:14][C:13]([C:15]([OH:17])=[O:16])=[CH:12][CH:11]=2)[CH:6]=[C:7]([CH3:9])[CH:8]=1.[N:19]([O-])=O.[Na+].[CH3:23][C:24]1([CH3:40])[C:32]2[C:27](=[CH:28][CH:29]=[C:30]([N:33]3[C:37](=[O:38])[CH2:36][C:35]([CH3:39])=[N:34]3)[CH:31]=2)[CH2:26][CH2:25]1.C(=O)(O)[O-].[Na+], predict the reaction product. The product is: [CH3:23][C:24]1([CH3:40])[C:32]2[C:27](=[CH:28][CH:29]=[C:30]([N:33]3[C:37](=[O:38])[C:36](=[N:19][NH:2][C:3]4[C:4]([OH:18])=[C:5]([C:10]5[S:14][C:13]([C:15]([OH:17])=[O:16])=[CH:12][CH:11]=5)[CH:6]=[C:7]([CH3:9])[CH:8]=4)[C:35]([CH3:39])=[N:34]3)[CH:31]=2)[CH2:26][CH2:25]1.